Dataset: Forward reaction prediction with 1.9M reactions from USPTO patents (1976-2016). Task: Predict the product of the given reaction. Given the reactants [NH:1]1[CH2:4][CH:3]([O:5][C:6]2[CH:19]=[CH:18][C:9]([CH2:10][N:11]3[CH2:16][CH2:15][N:14]([CH3:17])[CH2:13][CH2:12]3)=[C:8]([Cl:20])[CH:7]=2)[CH2:2]1.[CH3:21][O:22][C:23]1[CH:28]=[CH:27][C:26]([C:29]2[O:33][C:32]([C:34](OCC)=[O:35])=[N:31][N:30]=2)=[CH:25][CH:24]=1, predict the reaction product. The product is: [Cl:20][C:8]1[CH:7]=[C:6]([CH:19]=[CH:18][C:9]=1[CH2:10][N:11]1[CH2:12][CH2:13][N:14]([CH3:17])[CH2:15][CH2:16]1)[O:5][CH:3]1[CH2:4][N:1]([C:34]([C:32]2[O:33][C:29]([C:26]3[CH:27]=[CH:28][C:23]([O:22][CH3:21])=[CH:24][CH:25]=3)=[N:30][N:31]=2)=[O:35])[CH2:2]1.